This data is from Peptide-MHC class II binding affinity with 134,281 pairs from IEDB. The task is: Regression. Given a peptide amino acid sequence and an MHC pseudo amino acid sequence, predict their binding affinity value. This is MHC class II binding data. The peptide sequence is AMSKVRKDISEWQPS. The MHC is HLA-DQA10501-DQB10302 with pseudo-sequence HLA-DQA10501-DQB10302. The binding affinity (normalized) is 0.231.